From a dataset of Retrosynthesis with 50K atom-mapped reactions and 10 reaction types from USPTO. Predict the reactants needed to synthesize the given product. (1) Given the product COc1ccc(OC(CCCN2CC3CC(C2)CN(C(=O)OC(C)(C)C)C3)c2ccc(C#N)cc2)cc1OC, predict the reactants needed to synthesize it. The reactants are: CC(C)(C)OC(=O)N1CC2CC(CN(CCCC(O)c3ccc(C#N)cc3)C2)C1.COc1ccc(O)cc1OC. (2) Given the product CCOC(=O)CCCOc1ccc(Cn2ccc(NC(=O)c3c(F)cccc3F)n2)c(C(F)(F)F)c1, predict the reactants needed to synthesize it. The reactants are: CCOC(=O)CCCBr.O=C(Nc1ccn(Cc2ccc(O)cc2C(F)(F)F)n1)c1c(F)cccc1F.